This data is from Full USPTO retrosynthesis dataset with 1.9M reactions from patents (1976-2016). The task is: Predict the reactants needed to synthesize the given product. (1) Given the product [CH2:14]([O:13][C:1](=[O:12])[C:2](=[O:4])[CH2:23][CH2:22][CH2:21][CH2:25][CH2:26][CH3:27])[C:15]1[CH:16]=[CH:17][CH:18]=[CH:19][CH:20]=1, predict the reactants needed to synthesize it. The reactants are: [C:1]([O:13][CH2:14][C:15]1[CH:20]=[CH:19][CH:18]=[CH:17][CH:16]=1)(=[O:12])[C:2]([O:4]CC1C=CC=CC=1)=O.[CH2:21]1[CH2:25]O[CH2:23][CH2:22]1.[CH3:26][CH2:27]OCC. (2) Given the product [N:1]1[CH:6]=[CH:5][CH:4]=[C:3]([C:7]([C:9]2[N:13]([C:14]([C:27]3[CH:32]=[CH:31][CH:30]=[CH:29][CH:28]=3)([C:15]3[CH:16]=[CH:17][CH:18]=[CH:19][CH:20]=3)[C:21]3[CH:26]=[CH:25][CH:24]=[CH:23][CH:22]=3)[CH:12]=[N:11][CH:10]=2)=[O:8])[CH:2]=1, predict the reactants needed to synthesize it. The reactants are: [N:1]1[CH:6]=[CH:5][CH:4]=[C:3]([CH:7]([C:9]2[N:13]([C:14]([C:27]3[CH:32]=[CH:31][CH:30]=[CH:29][CH:28]=3)([C:21]3[CH:26]=[CH:25][CH:24]=[CH:23][CH:22]=3)[C:15]3[CH:20]=[CH:19][CH:18]=[CH:17][CH:16]=3)[CH:12]=[N:11][CH:10]=2)[OH:8])[CH:2]=1. (3) Given the product [Cl:5][CH2:6][CH2:7][NH:8][C:9]([NH:4][CH:1]([CH3:3])[CH3:2])=[O:10], predict the reactants needed to synthesize it. The reactants are: [CH:1]([NH2:4])([CH3:3])[CH3:2].[Cl:5][CH2:6][CH2:7][N:8]=[C:9]=[O:10]. (4) Given the product [F:33][C:34]1[CH:35]=[C:36]([C:41]2[C:45]([CH2:46][O:47][C:48]3[CH:56]=[CH:55][C:51]([C:52]([NH:10][C@@H:11]([CH2:3][OH:2])[CH2:7][CH3:6])=[O:54])=[CH:50][N:49]=3)=[C:44]([CH2:57][OH:58])[O:43][N:42]=2)[CH:37]=[CH:38][C:39]=1[F:40], predict the reactants needed to synthesize it. The reactants are: O.[OH:2][C:3]1[C:11]2[N:10]=NN[C:7]=2[CH:6]=CC=1.C(N(C(C)C)C(C)C)C.CCN=C=NCCCN(C)C.Cl.[F:33][C:34]1[CH:35]=[C:36]([C:41]2[C:45]([CH2:46][O:47][C:48]3[CH:56]=[CH:55][C:51]([C:52]([OH:54])=O)=[CH:50][N:49]=3)=[C:44]([CH2:57][OH:58])[O:43][N:42]=2)[CH:37]=[CH:38][C:39]=1[F:40].N[C@H](CC)CO.Cl. (5) Given the product [CH3:1][N:2]1[C:7](=[O:8])[N:6]2[CH:9]=[N:10][C:11]([C:12]3[O:23][C:16]([C:17]4[CH:18]=[CH:19][CH:20]=[CH:21][CH:22]=4)=[CH:15][N:14]=3)=[C:5]2[N:4]=[N:3]1, predict the reactants needed to synthesize it. The reactants are: [CH3:1][N:2]1[C:7](=[O:8])[N:6]2[CH:9]=[N:10][C:11]([C:12]([NH:14][CH2:15][C:16](=[O:23])[C:17]3[CH:22]=[CH:21][CH:20]=[CH:19][CH:18]=3)=O)=[C:5]2[N:4]=[N:3]1.P(Cl)(Cl)(Cl)=O. (6) Given the product [Cl:1][C:2]1[CH:3]=[CH:4][C:5]([O:6][CH2:7][C:8]2[N:12]([CH2:44][CH2:43][CH2:42][CH:39]3[CH2:40][CH2:41][N:36]([C:34]([O:33][C:29]([CH3:30])([CH3:32])[CH3:31])=[O:35])[CH2:37][CH2:38]3)[C:11]3[CH:13]=[CH:14][CH:15]=[C:16]([O:17][CH2:18][C:19]4[CH:20]=[CH:21][CH:22]=[CH:23][CH:24]=4)[C:10]=3[N:9]=2)=[CH:25][CH:26]=1, predict the reactants needed to synthesize it. The reactants are: [Cl:1][C:2]1[CH:26]=[CH:25][C:5]([O:6][CH2:7][C:8]2[NH:9][C:10]3[C:16]([O:17][CH2:18][C:19]4[CH:24]=[CH:23][CH:22]=[CH:21][CH:20]=4)=[CH:15][CH:14]=[CH:13][C:11]=3[N:12]=2)=[CH:4][CH:3]=1.[H-].[Na+].[C:29]([O:33][C:34]([N:36]1[CH2:41][CH2:40][CH:39]([CH2:42][CH2:43][CH2:44]Br)[CH2:38][CH2:37]1)=[O:35])([CH3:32])([CH3:31])[CH3:30]. (7) Given the product [O:22]1[CH2:27][CH2:26][CH2:25][CH2:24][CH:23]1[O:28][CH2:29][CH2:30][N:31]1[CH:35]=[C:34]([C:2]2[N:7]=[C:6]3[N:8]([CH2:11][C:12]4[CH:13]=[C:14]5[C:19](=[CH:20][CH:21]=4)[N:18]=[CH:17][CH:16]=[CH:15]5)[N:9]=[N:10][C:5]3=[N:4][CH:3]=2)[CH:33]=[N:32]1, predict the reactants needed to synthesize it. The reactants are: Br[C:2]1[N:7]=[C:6]2[N:8]([CH2:11][C:12]3[CH:13]=[C:14]4[C:19](=[CH:20][CH:21]=3)[N:18]=[CH:17][CH:16]=[CH:15]4)[N:9]=[N:10][C:5]2=[N:4][CH:3]=1.[O:22]1[CH2:27][CH2:26][CH2:25][CH2:24][CH:23]1[O:28][CH2:29][CH2:30][N:31]1[CH:35]=[C:34](B2OC(C)(C)C(C)(C)O2)[CH:33]=[N:32]1.C([O-])([O-])=O.[Cs+].[Cs+].C(Cl)Cl.